This data is from Retrosynthesis with 50K atom-mapped reactions and 10 reaction types from USPTO. The task is: Predict the reactants needed to synthesize the given product. (1) Given the product CN1CC[C@H](NC(=O)OC(C)(C)C)C1, predict the reactants needed to synthesize it. The reactants are: C=O.CC(C)(C)OC(=O)N[C@H]1CCNC1. (2) Given the product CN1CCN(c2ccc(-c3nc4c(s3)CCN(C3CCC3)CC4)cc2)C1=O, predict the reactants needed to synthesize it. The reactants are: Brc1ccc(-c2nc3c(s2)CCN(C2CCC2)CC3)cc1.CN1CCNC1=O. (3) Given the product CC(=O)Nc1ccc(S(=O)(=O)Nc2ccc(Cl)cc2C(=O)c2ccccc2)cc1Cl, predict the reactants needed to synthesize it. The reactants are: CC(=O)Nc1ccc(S(=O)(=O)Cl)cc1Cl.Nc1ccc(Cl)cc1C(=O)c1ccccc1. (4) Given the product CC(C)C(=O)N1CCN([C@@H](CNC(=O)OC(C)(C)C)C(=O)O)CC1, predict the reactants needed to synthesize it. The reactants are: COC(=O)[C@H](CNC(=O)OC(C)(C)C)N1CCN(C(=O)C(C)C)CC1. (5) Given the product CCc1ccc2c(c1)C1(CCNCC1)OC2=O, predict the reactants needed to synthesize it. The reactants are: CCc1ccc2c(c1)C1(CCN(Cc3ccccc3)CC1)OC2=O. (6) The reactants are: Cc1c(C=O)[nH]c2c1C(=O)N(CCN1CCCC1)CCC2.O=C1Cc2c(Br)cccc2N1. Given the product Cc1c(C=C2C(=O)Nc3cccc(Br)c32)[nH]c2c1C(=O)N(CCN1CCCC1)CCC2, predict the reactants needed to synthesize it.